Dataset: Full USPTO retrosynthesis dataset with 1.9M reactions from patents (1976-2016). Task: Predict the reactants needed to synthesize the given product. (1) Given the product [Br:1][C:2]1[C:11]([O:12][CH3:13])=[CH:10][C:5]2[N:6]([CH2:21][O:20][CH2:19][CH2:18][Si:17]([CH3:24])([CH3:23])[CH3:16])[C:7]([CH3:9])=[N:8][C:4]=2[CH:3]=1, predict the reactants needed to synthesize it. The reactants are: [Br:1][C:2]1[C:11]([O:12][CH3:13])=[CH:10][C:5]2[NH:6][C:7]([CH3:9])=[N:8][C:4]=2[CH:3]=1.[H-].[Na+].[CH3:16][Si:17]([CH3:24])([CH3:23])[CH2:18][CH2:19][O:20][CH2:21]Cl.C(Cl)Cl.CO. (2) Given the product [NH2:1][C:4]1[CH:5]=[N:6][CH:7]=[CH:8][C:9]=1[N:10]1[CH2:15][CH2:14][C@@H:13]2[O:16][C:17](=[O:26])[N:18]([C:19]([O:21][C:22]([CH3:24])([CH3:23])[CH3:25])=[O:20])[C@@H:12]2[CH2:11]1, predict the reactants needed to synthesize it. The reactants are: [N+:1]([C:4]1[CH:5]=[N:6][CH:7]=[CH:8][C:9]=1[N:10]1[CH2:15][CH2:14][C@@H:13]2[O:16][C:17](=[O:26])[N:18]([C:19]([O:21][C:22]([CH3:25])([CH3:24])[CH3:23])=[O:20])[C@@H:12]2[CH2:11]1)([O-])=O. (3) Given the product [Br:1][C:2]1[CH:3]=[CH:4][C:5]([C:8]2[CH2:12][C@@H:11]([CH2:13][O:14][CH2:15][CH:16]([OH:17])[CH2:18][N:20]([CH3:21])[CH3:19])[O:10][N:9]=2)=[N:6][CH:7]=1, predict the reactants needed to synthesize it. The reactants are: [Br:1][C:2]1[CH:3]=[CH:4][C:5]([C:8]2[CH2:12][C@@H:11]([CH2:13][O:14][CH2:15][CH:16]3[CH2:18][O:17]3)[O:10][N:9]=2)=[N:6][CH:7]=1.[CH3:19][NH:20][CH3:21]. (4) Given the product [CH3:11][O:10][C:7]1[CH:6]=[C:5]2[C:4](=[CH:9][CH:8]=1)[C:3](=[O:2])[NH:18][CH2:12]2, predict the reactants needed to synthesize it. The reactants are: C[O:2][C:3](=O)[C:4]1[CH:9]=[CH:8][C:7]([O:10][CH3:11])=[CH:6][C:5]=1[CH3:12].C1C(=O)[N:18](Br)C(=O)C1.C(OOC(=O)C1C=CC=CC=1)(=O)C1C=CC=CC=1.C([O-])(O)=O.[Na+]. (5) Given the product [CH3:1][N:2]([CH3:22])[C:3](=[N:6][C:8]([O:10][C:11]([CH3:14])([CH3:13])[CH3:12])=[O:7])[SH:4], predict the reactants needed to synthesize it. The reactants are: [CH3:1][NH:2][C:3](=[NH:6])[S:4]C.[O:7](C(OC(C)(C)C)=O)[C:8]([O:10][C:11]([CH3:14])([CH3:13])[CH3:12])=O.[CH2:22](Cl)Cl.